From a dataset of Plasma protein binding rate (PPBR) regression data from AstraZeneca. Regression/Classification. Given a drug SMILES string, predict its absorption, distribution, metabolism, or excretion properties. Task type varies by dataset: regression for continuous measurements (e.g., permeability, clearance, half-life) or binary classification for categorical outcomes (e.g., BBB penetration, CYP inhibition). For this dataset (ppbr_az), we predict Y. The molecule is CC(C)COc1cccc(/C=C2\SC(=O)NC2=O)c1N1CCC[C@@H](N)C1. The Y is 98.8 %.